Dataset: Catalyst prediction with 721,799 reactions and 888 catalyst types from USPTO. Task: Predict which catalyst facilitates the given reaction. (1) Reactant: [NH:1]1[C:9]2[C:4](=[CH:5][CH:6]=[CH:7][CH:8]=2)[CH:3]=[C:2]1[CH2:10][OH:11].[CH3:12][C:13]([Si:16](Cl)([CH3:18])[CH3:17])([CH3:15])[CH3:14].N1C=CN=C1. Product: [Si:16]([O:11][CH2:10][C:2]1[NH:1][C:9]2[C:4]([CH:3]=1)=[CH:5][CH:6]=[CH:7][CH:8]=2)([C:13]([CH3:15])([CH3:14])[CH3:12])([CH3:18])[CH3:17]. The catalyst class is: 2. (2) Reactant: CN1C(=O)CCC1.[Cl:8][C:9]1[CH:10]=[C:11]([NH:16][C:17]2[C:26]3[C:21](=[CH:22][C:23]([O:28][CH2:29][CH3:30])=[C:24]([NH2:27])[CH:25]=3)[N:20]=[CH:19][C:18]=2[C:31]#[N:32])[CH:12]=[CH:13][C:14]=1[F:15].Cl.[CH3:34][N:35]([CH3:42])[CH2:36][CH:37]=[CH:38][C:39](Cl)=[O:40].C(=O)(O)[O-].[Na+]. Product: [Cl:8][C:9]1[CH:10]=[C:11]([NH:16][C:17]2[C:26]3[C:21](=[CH:22][C:23]([O:28][CH2:29][CH3:30])=[C:24]([NH:27][C:39](=[O:40])[CH:38]=[CH:37][CH2:36][N:35]([CH3:42])[CH3:34])[CH:25]=3)[N:20]=[CH:19][C:18]=2[C:31]#[N:32])[CH:12]=[CH:13][C:14]=1[F:15]. The catalyst class is: 144. (3) Reactant: [C:1]([O:5][C:6](=[O:25])[NH:7][CH2:8][C:9]([NH:11][NH:12][C:13]([C:15]1[CH:20]=[C:19]([CH2:21][CH3:22])[C:18](=[O:23])[NH:17][C:16]=1[CH3:24])=[O:14])=O)([CH3:4])([CH3:3])[CH3:2].S(Cl)([C:29]1C=CC(C)=CC=1)(=O)=O.C(N=P1(N(CC)CC)N(C)CCCN1C)(C)(C)C. Product: [C:1]([O:5][C:6](=[O:25])[NH:7][CH2:8][C:9]1[O:14][C:13]([C:15]2[C:16]([CH3:24])=[N:17][C:18]([O:23][CH3:29])=[C:19]([CH2:21][CH3:22])[CH:20]=2)=[N:12][N:11]=1)([CH3:4])([CH3:3])[CH3:2]. The catalyst class is: 7. (4) Reactant: [C:1]1(B(O)O)[CH:6]=[CH:5][CH:4]=[CH:3][CH:2]=1.[CH:10]([C:13]1[CH:18]=[CH:17][CH:16]=[C:15]([CH:19]([CH3:21])[CH3:20])[C:14]=1[NH:22][C:23]([NH:25][CH2:26][C:27]1([NH:32][C:33]2[CH:38]=[CH:37][C:36](I)=[CH:35][CH:34]=2)[CH2:31][CH2:30][CH2:29][CH2:28]1)=[O:24])([CH3:12])[CH3:11].C(=O)([O-])[O-].[K+].[K+].O. Product: [C:36]1([C:1]2[CH:6]=[CH:5][CH:4]=[CH:3][CH:2]=2)[CH:35]=[CH:34][C:33]([NH:32][C:27]2([CH2:26][NH:25][C:23]([NH:22][C:14]3[C:13]([CH:10]([CH3:12])[CH3:11])=[CH:18][CH:17]=[CH:16][C:15]=3[CH:19]([CH3:21])[CH3:20])=[O:24])[CH2:28][CH2:29][CH2:30][CH2:31]2)=[CH:38][CH:37]=1. The catalyst class is: 11. (5) Reactant: [Cl:1][C:2]1[CH:3]=[C:4]([C:19]2[CH:23]=[C:22]([C:24]([O:26]C)=[O:25])[NH:21][N:20]=2)[CH:5]=[C:6]([Cl:18])[C:7]=1[O:8][CH2:9][C:10]1[CH:15]=[CH:14][C:13]([O:16][CH3:17])=[CH:12][CH:11]=1.[OH-].[Na+]. Product: [Cl:1][C:2]1[CH:3]=[C:4]([C:19]2[CH:23]=[C:22]([C:24]([OH:26])=[O:25])[NH:21][N:20]=2)[CH:5]=[C:6]([Cl:18])[C:7]=1[O:8][CH2:9][C:10]1[CH:15]=[CH:14][C:13]([O:16][CH3:17])=[CH:12][CH:11]=1. The catalyst class is: 36.